The task is: Predict the reactants needed to synthesize the given product.. This data is from Full USPTO retrosynthesis dataset with 1.9M reactions from patents (1976-2016). (1) Given the product [Br:12][C:8]1[CH:9]=[C:10]([CH3:11])[C:5]([C:2]#[N:3])=[N:6][CH:7]=1, predict the reactants needed to synthesize it. The reactants are: [Cu][C:2]#[N:3].Br[C:5]1[C:10]([CH3:11])=[CH:9][C:8]([Br:12])=[CH:7][N:6]=1.O. (2) Given the product [C:13]([CH2:15][C:16]1[CH:17]=[C:18]([CH:21]=[CH:22][C:23]=1[C:33]1([OH:37])[CH2:34][CH2:35][CH2:36][N:31]2[CH:30]=[N:29][CH:28]=[C:32]12)[C:19]#[N:20])#[N:14], predict the reactants needed to synthesize it. The reactants are: C([Mg]Cl)(C)C.[Cl-].[Li+].[Mg].C(Cl)(C)C.[C:13]([CH2:15][C:16]1[CH:17]=[C:18]([CH:21]=[CH:22][C:23]=1I)[C:19]#[N:20])#[N:14].[Cu]C#N.[CH:28]1[N:29]=[CH:30][N:31]2[CH2:36][CH2:35][CH2:34][C:33](=[O:37])[C:32]=12.